This data is from Catalyst prediction with 721,799 reactions and 888 catalyst types from USPTO. The task is: Predict which catalyst facilitates the given reaction. (1) Reactant: [Cl:1][C:2]1[C:3]([O:12][C:13]2[CH:18]=[C:17]([O:19][CH2:20][CH2:21][O:22][CH3:23])[CH:16]=[CH:15][C:14]=2[CH2:24][CH2:25][CH2:26][NH2:27])=[N:4][CH:5]=[C:6]([C:8]([F:11])([F:10])[F:9])[CH:7]=1.N1C=CC=CC=1.[CH:34]1([S:40](Cl)(=[O:42])=[O:41])[CH2:39][CH2:38][CH2:37][CH2:36][CH2:35]1.Cl. Product: [Cl:1][C:2]1[C:3]([O:12][C:13]2[CH:18]=[C:17]([O:19][CH2:20][CH2:21][O:22][CH3:23])[CH:16]=[CH:15][C:14]=2[CH2:24][CH2:25][CH2:26][NH:27][S:40]([CH:34]2[CH2:39][CH2:38][CH2:37][CH2:36][CH2:35]2)(=[O:42])=[O:41])=[N:4][CH:5]=[C:6]([C:8]([F:9])([F:11])[F:10])[CH:7]=1. The catalyst class is: 13. (2) Reactant: [Cl:1][C:2]1[CH:7]=[CH:6][C:5]([C:8]2[N:12]([CH2:13][C@H:14]([OH:19])[C:15]([F:18])([F:17])[F:16])[C:11](=[O:20])[N:10]([CH2:21][C:22]3[CH:27]=[C:26]([C:28]4[CH:33]=[CH:32][CH:31]=[CH:30][C:29]=4[C:34]([F:37])([F:36])[F:35])[C:25]([C:38]([O:40]C)=[O:39])=[CH:24][CH:23]=3)[N:9]=2)=[CH:4][CH:3]=1.[OH-].[Na+]. Product: [Cl:1][C:2]1[CH:7]=[CH:6][C:5]([C:8]2[N:12]([CH2:13][C@H:14]([OH:19])[C:15]([F:16])([F:17])[F:18])[C:11](=[O:20])[N:10]([CH2:21][C:22]3[CH:27]=[C:26]([C:28]4[CH:33]=[CH:32][CH:31]=[CH:30][C:29]=4[C:34]([F:36])([F:37])[F:35])[C:25]([C:38]([OH:40])=[O:39])=[CH:24][CH:23]=3)[N:9]=2)=[CH:4][CH:3]=1. The catalyst class is: 87. (3) Reactant: [C:1](OCC[C@@H](OS(C)(=O)=O)C)(=[O:8])[C:2]1C=CC=[CH:4][CH:3]=1.CN(C)C=O.[OH:24][C:25]1[CH:34]=[C:33]2[C:28]([CH:29]=[C:30]([NH:35][C:36]([CH:38]3[CH2:40][CH2:39]3)=[O:37])[N:31]=[CH:32]2)=[CH:27][CH:26]=1.C(=O)([O-])[O-].[Cs+].[Cs+].[OH-].[K+].C(O)(=O)CC(CC(O)=O)(C(O)=O)O. Product: [OH:8][CH2:1][CH2:2][C@H:3]([O:24][C:25]1[CH:34]=[C:33]2[C:28]([CH:29]=[C:30]([NH:35][C:36]([CH:38]3[CH2:39][CH2:40]3)=[O:37])[N:31]=[CH:32]2)=[CH:27][CH:26]=1)[CH3:4]. The catalyst class is: 5.